This data is from Forward reaction prediction with 1.9M reactions from USPTO patents (1976-2016). The task is: Predict the product of the given reaction. (1) Given the reactants N12CCCC1=NCCC2.[C:20]([O:19][O:19][C:20](=[O:27])[C:21]1[CH:26]=[CH:25][CH:24]=[CH:23][CH:22]=1)(=[O:27])[C:21]1[CH:26]=[CH:25][CH:24]=[CH:23][CH:22]=1.[C:28]([S:32][C:33]([C:35]1[N:36]2[C@H:39]([S:40](=[O:45])(=[O:44])[CH2:41][C:42]=1[CH3:43])[C@@H:38]([O:46][CH3:47])[C:37]2=[O:48])=[O:34])([CH3:31])([CH3:30])[CH3:29], predict the reaction product. The product is: [C:28]([S:32][C:33]([C:35]1[N:36]2[C@H:39]([S:40](=[O:45])(=[O:44])[CH:41]([O:19][C:20](=[O:27])[C:21]3[CH:22]=[CH:23][CH:24]=[CH:25][CH:26]=3)[C:42]=1[CH3:43])[C@@H:38]([O:46][CH3:47])[C:37]2=[O:48])=[O:34])([CH3:31])([CH3:29])[CH3:30]. (2) Given the reactants [CH3:1][C:2]1([CH3:10])[CH:8]2[CH2:9][CH:3]1[CH2:4][CH2:5][C:6]2=[CH2:7].CC(=C)C, predict the reaction product. The product is: [CH3:1][C:2]1([CH3:10])[CH:8]2[CH2:9][CH:3]1[CH2:4][CH2:5][C:6]2=[CH2:7]. (3) Given the reactants CC1C=CC(S([O:11][CH:12]2[CH2:16][CH2:15][CH:14]([OH:17])[CH2:13]2)(=O)=O)=CC=1.[Br:18][C:19]1[C:24]([CH3:25])=[CH:23][C:22](O)=[CH:21][C:20]=1[CH3:27], predict the reaction product. The product is: [Br:18][C:19]1[C:24]([CH3:25])=[CH:23][C:22]([O:11][CH:12]2[CH2:16][CH2:15][CH:14]([OH:17])[CH2:13]2)=[CH:21][C:20]=1[CH3:27]. (4) Given the reactants Cl[C:2]1[C:3](=[O:17])[N:4]([CH:9]([C:11]2[CH:16]=[CH:15][CH:14]=[CH:13][CH:12]=2)[CH3:10])[N:5]=[CH:6][C:7]=1Cl.[C:18]([C:20]1[CH:21]=[C:22](B(O)O)[CH:23]=[CH:24][CH:25]=1)#[N:19], predict the reaction product. The product is: [O:17]=[C:3]1[N:4]([CH:9]([C:11]2[CH:16]=[CH:15][CH:14]=[CH:13][CH:12]=2)[CH3:10])[N:5]=[CH:6][C:7]([C:24]2[CH:25]=[C:20]([CH:21]=[CH:22][CH:23]=2)[C:18]#[N:19])=[C:2]1[C:13]1[CH:12]=[C:11]([CH:16]=[CH:15][CH:14]=1)[C:9]#[N:4].[O:17]=[C:3]1[N:4]([CH:9]([C:11]2[CH:16]=[CH:15][CH:14]=[CH:13][CH:12]=2)[CH3:10])[N:5]=[CH:6][C:7]([C:25]2[CH:24]=[CH:23][CH:22]=[CH:21][C:20]=2[C:18]#[N:19])=[C:2]1[C:12]1[CH:13]=[CH:14][CH:15]=[CH:16][C:11]=1[C:9]#[N:4]. (5) Given the reactants [NH:1]1[CH:5]=[CH:4][N:3]=[CH:2]1.C(N(CC)CC)C.[CH3:13][N:14]([CH3:19])[S:15](Cl)(=[O:17])=[O:16], predict the reaction product. The product is: [CH3:13][N:14]([CH3:19])[S:15]([N:1]1[CH:5]=[CH:4][N:3]=[CH:2]1)(=[O:17])=[O:16]. (6) Given the reactants [NH:1](C(OCC1C2C(=CC=CC=2)C2C1=CC=CC=2)=O)[C@H:2]([C:8]([OH:10])=[O:9])[CH2:3][CH2:4][C:5](=[O:7])[OH:6].[C:28]([NH:31][C:32]1[C:40]([Cl:41])=[CH:39][C:35]([C:36]([OH:38])=O)=[C:34]([O:42][CH3:43])[CH:33]=1)(=[O:30])[CH3:29].CN(C(ON1N=NC2C=CC=CC1=2)=[N+](C)C)C.[B-](F)(F)(F)F.C1C=CC2N(O)N=NC=2C=1.CCN(C(C)C)C(C)C, predict the reaction product. The product is: [C:28]([NH:31][C:32]1[C:40]([Cl:41])=[CH:39][C:35]([C:36]([NH:1][C@H:2]([C:8]([OH:10])=[O:9])[CH2:3][CH2:4][C:5]([OH:7])=[O:6])=[O:38])=[C:34]([O:42][CH3:43])[CH:33]=1)(=[O:30])[CH3:29]. (7) The product is: [C:16]1([S:13]([N:10]2[C:7]3=[N:8][CH:9]=[C:4]([NH2:1])[C:5]([NH:22][CH:23]4[CH2:28][CH2:27][CH2:26][O:25][CH2:24]4)=[C:6]3[CH:12]=[CH:11]2)(=[O:14])=[O:15])[CH:17]=[CH:18][CH:19]=[CH:20][CH:21]=1. Given the reactants [N+:1]([C:4]1[CH:9]=[N:8][C:7]2[N:10]([S:13]([C:16]3[CH:21]=[CH:20][CH:19]=[CH:18][CH:17]=3)(=[O:15])=[O:14])[CH:11]=[CH:12][C:6]=2[C:5]=1[NH:22][CH:23]1[CH2:28][CH2:27][CH2:26][O:25][CH2:24]1)([O-])=O, predict the reaction product. (8) Given the reactants Cl.[CH3:2][N:3](C)CCCN=C=NCC.[C:13]([O:17][C:18]([NH:20][C@@H:21]([CH3:25])[C:22](O)=[O:23])=[O:19])([CH3:16])([CH3:15])[CH3:14].Cl.CN.ON1C2C=CC=CC=2N=N1, predict the reaction product. The product is: [C:13]([O:17][C:18](=[O:19])[NH:20][C@@H:21]([CH3:25])[C:22]([NH:3][CH3:2])=[O:23])([CH3:16])([CH3:15])[CH3:14]. (9) Given the reactants [NH:1]1[C:9]2[C:4](=[CH:5][C:6]([NH:10][C:11]3[C:12]4[N:19]=[C:18]([CH2:20][CH2:21][C:22](O)=[O:23])[S:17][C:13]=4[N:14]=[CH:15][N:16]=3)=[CH:7][CH:8]=2)[CH:3]=[N:2]1.[CH3:25][NH:26][CH3:27], predict the reaction product. The product is: [NH:1]1[C:9]2[C:4](=[CH:5][C:6]([NH:10][C:11]3[C:12]4[N:19]=[C:18]([CH2:20][CH2:21][C:22]([N:26]([CH3:27])[CH3:25])=[O:23])[S:17][C:13]=4[N:14]=[CH:15][N:16]=3)=[CH:7][CH:8]=2)[CH:3]=[N:2]1.